Dataset: Forward reaction prediction with 1.9M reactions from USPTO patents (1976-2016). Task: Predict the product of the given reaction. (1) The product is: [F:19][C:18]([F:20])([F:21])[C:15]1[N:13]2[N:14]=[C:9]([N:2]3[CH2:3][CH:4]4[CH2:8][N:7]([CH2:30][C:27]5[CH:28]=[N:29][C:24]([C:23]([F:33])([F:22])[F:32])=[CH:25][CH:26]=5)[CH2:6][CH:5]4[CH2:1]3)[CH:10]=[CH:11][C:12]2=[N:17][N:16]=1. Given the reactants [CH2:1]1[CH:5]2[CH2:6][NH:7][CH2:8][CH:4]2[CH2:3][N:2]1[C:9]1[CH:10]=[CH:11][C:12]2[N:13]([C:15]([C:18]([F:21])([F:20])[F:19])=[N:16][N:17]=2)[N:14]=1.[F:22][C:23]([F:33])([F:32])[C:24]1[N:29]=[CH:28][C:27]([CH:30]=O)=[CH:26][CH:25]=1, predict the reaction product. (2) Given the reactants [CH3:1][NH:2][CH2:3][C:4]1[N:5]([CH3:13])[C:6]2[C:11]([CH:12]=1)=[CH:10][CH:9]=[CH:8][CH:7]=2.CNCC1C=CC2C(=CC=CC=2)C=1CCC.[ClH:30].[CH3:31][O:32][C:33]1[CH:56]=[CH:55][C:36]([CH2:37][N:38]2[CH2:44][C:43]3[CH:45]=[C:46](/[CH:49]=[CH:50]/[C:51]([OH:53])=O)[CH:47]=[N:48][C:42]=3[NH:41][C:40](=[O:54])[CH2:39]2)=[CH:35][CH:34]=1.Cl.CN1CC2C=C(/C=C/C(O)=O)C=NC=2NC(=O)C1, predict the reaction product. The product is: [ClH:30].[CH3:31][O:32][C:33]1[CH:34]=[CH:35][C:36]([CH2:37][N:38]2[CH2:44][C:43]3[CH:45]=[C:46](/[CH:49]=[CH:50]/[C:51]([N:2]([CH3:1])[CH2:3][C:4]4[N:5]([CH3:13])[C:6]5[C:11]([CH:12]=4)=[CH:10][CH:9]=[CH:8][CH:7]=5)=[O:53])[CH:47]=[N:48][C:42]=3[NH:41][C:40](=[O:54])[CH2:39]2)=[CH:55][CH:56]=1.